This data is from Catalyst prediction with 721,799 reactions and 888 catalyst types from USPTO. The task is: Predict which catalyst facilitates the given reaction. (1) Reactant: [CH3:1][C:2]1[CH:10]=[CH:9][CH:8]=[CH:7][C:3]=1[C:4](Cl)=[O:5].[NH2:11][C:12]1[CH:13]=[C:14]([CH:27]=[CH:28][CH:29]=1)[C:15]([C:17]1[CH:25]=[C:24]2[C:20]([CH2:21][C:22](=[O:26])[NH:23]2)=[CH:19][CH:18]=1)=[O:16]. Product: [CH3:1][C:2]1[CH:10]=[CH:9][CH:8]=[CH:7][C:3]=1[C:4]([NH:11][C:12]1[CH:29]=[CH:28][CH:27]=[C:14]([C:15]([C:17]2[CH:25]=[C:24]3[C:20]([CH2:21][C:22](=[O:26])[NH:23]3)=[CH:19][CH:18]=2)=[O:16])[CH:13]=1)=[O:5]. The catalyst class is: 1. (2) The catalyst class is: 27. Reactant: C(OC([N:8]1[CH2:14][CH2:13][C:12]2[CH:15]=[C:16]([C:19]3[CH:23]=[C:22]([CH3:24])[O:21][N:20]=3)[CH:17]=[CH:18][C:11]=2[CH2:10][CH2:9]1)=O)(C)(C)C.C(O)C.[ClH:28]. Product: [ClH:28].[CH3:24][C:22]1[O:21][N:20]=[C:19]([C:16]2[CH:17]=[CH:18][C:11]3[CH2:10][CH2:9][NH:8][CH2:14][CH2:13][C:12]=3[CH:15]=2)[CH:23]=1. (3) Reactant: C([O-])([O-])=O.[K+].[K+].[CH3:7][O:8][C:9](=[O:17])[C:10]1[CH:15]=[CH:14][CH:13]=[C:12]([OH:16])[CH:11]=1.[CH2:18](Br)[C:19]1[CH:24]=[CH:23][CH:22]=[CH:21][CH:20]=1. Product: [CH3:7][O:8][C:9](=[O:17])[C:10]1[CH:15]=[CH:14][CH:13]=[C:12]([O:16][CH2:18][C:19]2[CH:24]=[CH:23][CH:22]=[CH:21][CH:20]=2)[CH:11]=1. The catalyst class is: 6. (4) Reactant: [F:1][C:2]([F:7])([F:6])[C:3]([OH:5])=[O:4].[Cl:8][C:9]1[CH:35]=[CH:34][C:12]([C:13]([N:15]2[CH2:21][C:20]3[CH:22]=[CH:23][CH:24]=[CH:25][C:19]=3[N:18]([CH2:26][CH:27]3[CH2:32][CH2:31][NH:30][CH2:29][CH2:28]3)[C:17](=[O:33])[CH2:16]2)=[O:14])=[CH:11][CH:10]=1.Cl.[C:37](=[NH:42])(OCC)[CH3:38].C(N(CC)CC)C. Product: [F:1][C:2]([F:7])([F:6])[C:3]([OH:5])=[O:4].[Cl:8][C:9]1[CH:10]=[CH:11][C:12]([C:13]([N:15]2[CH2:21][C:20]3[CH:22]=[CH:23][CH:24]=[CH:25][C:19]=3[N:18]([CH2:26][CH:27]3[CH2:28][CH2:29][N:30]([C:37](=[NH:42])[CH3:38])[CH2:31][CH2:32]3)[C:17](=[O:33])[CH2:16]2)=[O:14])=[CH:34][CH:35]=1. The catalyst class is: 8. (5) Reactant: C(=O)([O-])[O-].[K+].[K+].[Cl:7][C:8]1[N:13]=[C:12]2[N:14]=[CH:15][NH:16][C:11]2=[C:10]([Cl:17])[CH:9]=1.Br[CH2:19][C:20]1[C:29]2[C:24](=[CH:25][CH:26]=[CH:27][CH:28]=2)[CH:23]=[CH:22][CH:21]=1. Product: [Cl:7][C:8]1[N:13]=[C:12]2[N:14]([CH2:19][C:20]3[C:29]4[C:24](=[CH:25][CH:26]=[CH:27][CH:28]=4)[CH:23]=[CH:22][CH:21]=3)[CH:15]=[N:16][C:11]2=[C:10]([Cl:17])[CH:9]=1. The catalyst class is: 9. (6) Reactant: Cl[C:2]1[C:11]2[C:6](=[CH:7][CH:8]=[C:9]([C:12]3[CH:17]=[CH:16][CH:15]=[C:14]([O:18][CH3:19])[CH:13]=3)[CH:10]=2)[N:5]=[C:4]([C:20]2[CH:21]=[N:22][CH:23]=[CH:24][CH:25]=2)[N:3]=1.[Cl:26][C:27]1[CH:28]=[C:29]([CH:34]2[CH2:38][NH:37][C:36](=[O:39])[CH2:35]2)[CH:30]=[CH:31][C:32]=1[Cl:33].C([O-])([O-])=O.[Cs+].[Cs+].CC1(C)C2C(=C(P(C3C=CC=CC=3)C3C=CC=CC=3)C=CC=2)OC2C(P(C3C=CC=CC=3)C3C=CC=CC=3)=CC=CC1=2. Product: [Cl:26][C:27]1[CH:28]=[C:29]([CH:34]2[CH2:38][N:37]([C:2]3[C:11]4[C:6](=[CH:7][CH:8]=[C:9]([C:12]5[CH:17]=[CH:16][CH:15]=[C:14]([O:18][CH3:19])[CH:13]=5)[CH:10]=4)[N:5]=[C:4]([C:20]4[CH:21]=[N:22][CH:23]=[CH:24][CH:25]=4)[N:3]=3)[C:36](=[O:39])[CH2:35]2)[CH:30]=[CH:31][C:32]=1[Cl:33]. The catalyst class is: 222. (7) Reactant: [CH3:1][CH:2]1[CH2:7][N:6]([CH:8]2[CH2:11][O:10][CH2:9]2)[CH:5]([CH3:12])[CH2:4][N:3]1[C:13]1[CH:14]=[CH:15][C:16]([NH:19][C:20]2[C:25](=[O:26])[N:24]([CH3:27])[CH:23]=[C:22]([C:28]3[CH:33]=[CH:32][N:31]=[C:30]([N:34]4[C:46](=[O:47])[C:45]5[S:44][C:43]6[CH2:42][CH2:41][CH2:40][CH2:39][C:38]=6[C:37]=5[CH:36]=[N:35]4)[C:29]=3[CH:48]=[O:49])[CH:21]=2)=[N:17][CH:18]=1.[BH4-].[Na+]. The catalyst class is: 5. Product: [CH3:1][C@H:2]1[CH2:7][N:6]([CH:8]2[CH2:9][O:10][CH2:11]2)[C@H:5]([CH3:12])[CH2:4][N:3]1[C:13]1[CH:14]=[CH:15][C:16]([NH:19][C:20]2[C:25](=[O:26])[N:24]([CH3:27])[CH:23]=[C:22]([C:28]3[CH:33]=[CH:32][N:31]=[C:30]([N:34]4[C:46](=[O:47])[C:45]5[S:44][C:43]6[CH2:42][CH2:41][CH2:40][CH2:39][C:38]=6[C:37]=5[CH:36]=[N:35]4)[C:29]=3[CH2:48][OH:49])[CH:21]=2)=[N:17][CH:18]=1. (8) Reactant: F[P-](F)(F)(F)(F)F.N1(O[P+](N(C)C)(N(C)C)N(C)C)C2C=CC=CC=2N=N1.C(=O)([O-])[O-].[Cs+].[Cs+].[Cl:34][C:35]1[S:39][C:38]([C:40]2[NH:49][C:48](=[O:50])[C:47]3[CH2:46][C:45]([F:52])([F:51])[CH2:44][CH2:43][C:42]=3[N:41]=2)=[CH:37][CH:36]=1.[CH3:53][O:54][C:55](=[O:64])[CH2:56][C:57]1[CH:62]=[CH:61][C:60](O)=[CH:59][CH:58]=1. Product: [CH3:53][O:54][C:55](=[O:64])[CH2:56][C:57]1[CH:58]=[CH:59][C:60]([O:50][C:48]2[C:47]3[CH2:46][C:45]([F:51])([F:52])[CH2:44][CH2:43][C:42]=3[N:41]=[C:40]([C:38]3[S:39][C:35]([Cl:34])=[CH:36][CH:37]=3)[N:49]=2)=[CH:61][CH:62]=1. The catalyst class is: 375. (9) Reactant: [OH:1][C:2]1[CH:3]=[C:4]([CH:10]=[CH:11][C:12]=1[OH:13])[C:5]([O:7][CH2:8][CH3:9])=[O:6].[CH3:14][N:15]([CH3:19])[CH2:16][CH2:17]O.C1(P(C2C=CC=CC=2)C2C=CC=CC=2)C=CC=CC=1.N(C(OC(C)C)=O)=NC(OC(C)C)=O. Product: [CH3:14][N:15]([CH3:19])[CH2:16][CH2:17][O:13][C:12]1[CH:11]=[CH:10][C:4]([C:5]([O:7][CH2:8][CH3:9])=[O:6])=[CH:3][C:2]=1[OH:1]. The catalyst class is: 124.